This data is from NCI-60 drug combinations with 297,098 pairs across 59 cell lines. The task is: Regression. Given two drug SMILES strings and cell line genomic features, predict the synergy score measuring deviation from expected non-interaction effect. Drug 1: CC(C)(C#N)C1=CC(=CC(=C1)CN2C=NC=N2)C(C)(C)C#N. Drug 2: C1CC(=O)NC(=O)C1N2C(=O)C3=CC=CC=C3C2=O. Cell line: CCRF-CEM. Synergy scores: CSS=-4.63, Synergy_ZIP=3.48, Synergy_Bliss=-1.99, Synergy_Loewe=-3.23, Synergy_HSA=-6.95.